This data is from Full USPTO retrosynthesis dataset with 1.9M reactions from patents (1976-2016). The task is: Predict the reactants needed to synthesize the given product. (1) The reactants are: [N:1]1[CH:6]=[CH:5][CH:4]=[C:3]([CH2:7][CH2:8][CH2:9][CH2:10][CH2:11][CH2:12][CH2:13][CH2:14][C:15]([OH:17])=O)[CH:2]=1.Cl.Cl.[CH2:20]([O:27][C:28](=[O:36])[CH2:29][C@@H:30]([NH2:35])[CH2:31][N:32]([CH3:34])[CH3:33])[C:21]1[CH:26]=[CH:25][CH:24]=[CH:23][CH:22]=1. Given the product [CH2:20]([O:27][C:28](=[O:36])[CH2:29][C@@H:30]([NH:35][C:15](=[O:17])[CH2:14][CH2:13][CH2:12][CH2:11][CH2:10][CH2:9][CH2:8][CH2:7][C:3]1[CH:2]=[N:1][CH:6]=[CH:5][CH:4]=1)[CH2:31][N:32]([CH3:33])[CH3:34])[C:21]1[CH:26]=[CH:25][CH:24]=[CH:23][CH:22]=1, predict the reactants needed to synthesize it. (2) Given the product [F:20][C:21]1[CH:29]=[CH:28][CH:27]=[C:26]([N:30]2[N:34]=[CH:33][CH:32]=[N:31]2)[C:22]=1[C:23]([N:7]1[CH2:6][CH:5]2[CH2:1][N:2]([C:9]3[CH:14]=[C:13]([O:15][CH3:16])[N:12]=[C:11]([N:17]([CH3:18])[CH3:19])[N:10]=3)[CH2:3][CH:4]2[CH2:8]1)=[O:24], predict the reactants needed to synthesize it. The reactants are: [CH2:1]1[CH:5]2[CH2:6][NH:7][CH2:8][CH:4]2[CH2:3][N:2]1[C:9]1[CH:14]=[C:13]([O:15][CH3:16])[N:12]=[C:11]([N:17]([CH3:19])[CH3:18])[N:10]=1.[F:20][C:21]1[CH:29]=[CH:28][CH:27]=[C:26]([N:30]2[N:34]=[CH:33][CH:32]=[N:31]2)[C:22]=1[C:23](O)=[O:24].CN(C(ON1N=NC2C=CC=NC1=2)=[N+](C)C)C.F[P-](F)(F)(F)(F)F.CCN(C(C)C)C(C)C. (3) Given the product [F:8][C:9]1[CH:17]=[C:16]2[C:12]([C:13]([C:25](=[O:26])[CH:33]([NH:32][C:31]3[CH:42]=[CH:43][CH:44]=[C:29]([O:28][CH3:27])[CH:30]=3)[C:34]3[CH:39]=[N:38][C:37]([O:40][CH3:41])=[CH:36][N:35]=3)=[CH:14][NH:15]2)=[CH:11][CH:10]=1, predict the reactants needed to synthesize it. The reactants are: C(N(CC)CC)C.[F:8][C:9]1[CH:17]=[C:16]2[C:12]([C:13]([CH:25]=[O:26])=[CH:14][N:15]2C(OC(C)(C)C)=O)=[CH:11][CH:10]=1.[CH3:27][O:28][C:29]1[CH:30]=[C:31]([CH:42]=[CH:43][CH:44]=1)[N:32]=[CH:33][C:34]1[CH:39]=[N:38][C:37]([O:40][CH3:41])=[CH:36][N:35]=1. (4) The reactants are: [F:1][C:2]1[C:3]([NH2:9])=[N:4][C:5](=[O:8])[NH:6][CH:7]=1.C[Si](C)(C)N[Si](C)(C)C.COC(O[CH:24]1[O:38][C@H:37]([CH3:39])[C@@H:31]([O:32][C:33]([O:35][CH3:36])=[O:34])[C@H:25]1[O:26][C:27]([O:29][CH3:30])=[O:28])=O.FC(F)(F)S(O[Si](C)(C)C)(=O)=O.C(=O)([O-])O.[Na+]. Given the product [CH3:30][O:29][C:27]([O:26][C@@H:25]1[C@H:31]([O:32][C:33]([O:35][CH3:36])=[O:34])[C@@H:37]([CH3:39])[O:38][C@H:24]1[N:6]1[CH:7]=[C:2]([F:1])[C:3]([NH2:9])=[N:4][C:5]1=[O:8])=[O:28], predict the reactants needed to synthesize it. (5) Given the product [C:3]([CH2:5][N:6]1[C:15](=[O:16])[C:14]2[N:13]([CH2:17][C:18]#[C:19][CH3:20])[C:12]([N:21]3[CH2:26][CH2:25][CH2:24][CH:23]([NH:27][C:28]([O:30][C:31]([CH3:34])([CH3:33])[CH3:32])=[O:29])[CH2:22]3)=[N:11][C:10]=2[N:9]([CH3:35])[C:7]1=[O:8])([OH:4])=[O:2], predict the reactants needed to synthesize it. The reactants are: C[O:2][C:3]([CH2:5][N:6]1[C:15](=[O:16])[C:14]2[N:13]([CH2:17][C:18]#[C:19][CH3:20])[C:12]([N:21]3[CH2:26][CH2:25][CH2:24][CH:23]([NH:27][C:28]([O:30][C:31]([CH3:34])([CH3:33])[CH3:32])=[O:29])[CH2:22]3)=[N:11][C:10]=2[N:9]([CH3:35])[C:7]1=[O:8])=[O:4].[OH-].[K+]. (6) Given the product [Cl:22][C:23]1[CH:28]=[CH:27][C:26]([O:29][C:16]2[CH:17]=[CH:18][C:13]([O:12][C:9]3[CH:10]=[CH:11][C:6]([CH2:5][CH2:4][C:3]([OH:2])=[O:21])=[C:7]([CH3:20])[CH:8]=3)=[CH:14][CH:15]=2)=[C:25]([O:30][C:31]2[CH:36]=[CH:35][CH:34]=[CH:33][CH:32]=2)[CH:24]=1, predict the reactants needed to synthesize it. The reactants are: C[O:2][C:3](=[O:21])[CH2:4][CH2:5][C:6]1[CH:11]=[CH:10][C:9]([O:12][C:13]2[CH:18]=[CH:17][C:16](Br)=[CH:15][CH:14]=2)=[CH:8][C:7]=1[CH3:20].[Cl:22][C:23]1[CH:28]=[CH:27][C:26]([OH:29])=[C:25]([O:30][C:31]2[CH:36]=[CH:35][CH:34]=[CH:33][CH:32]=2)[CH:24]=1.